This data is from Forward reaction prediction with 1.9M reactions from USPTO patents (1976-2016). The task is: Predict the product of the given reaction. (1) Given the reactants [CH:1]([O:4][C:5]([N:7]1[CH2:10][CH:9]([O:11][C@@H:12]([C:14]([O:16]C)=[O:15])[CH3:13])[CH2:8]1)=[O:6])([CH3:3])[CH3:2].O.O.[OH-].[Li+], predict the reaction product. The product is: [CH:1]([O:4][C:5]([N:7]1[CH2:10][CH:9]([O:11][C@@H:12]([C:14]([OH:16])=[O:15])[CH3:13])[CH2:8]1)=[O:6])([CH3:2])[CH3:3]. (2) The product is: [F:22][C:17]1[CH:16]=[C:15]([C:13]2[N:1]=[C:2]3[CH:10]=[CH:9][C:5]([C:6]([NH2:8])=[O:7])=[CH:4][N:3]3[CH:12]=2)[CH:20]=[CH:19][C:18]=1[F:21]. Given the reactants [NH2:1][C:2]1[CH:10]=[CH:9][C:5]([C:6]([NH2:8])=[O:7])=[CH:4][N:3]=1.Br[CH2:12][C:13]([C:15]1[CH:20]=[CH:19][C:18]([F:21])=[C:17]([F:22])[CH:16]=1)=O.[OH-].[Na+], predict the reaction product. (3) Given the reactants [C:1]([O:4][C:5]1[CH:10]=[CH:9][C:8]([P:11]([O:22][CH2:23][CH3:24])([CH2:13][P:14]([O:19][CH2:20][CH3:21])([O:16][CH2:17][CH3:18])=[O:15])=[O:12])=[CH:7][C:6]=1[C:25]([CH3:31])([CH3:30])[CH2:26][C:27](O)=[O:28])(=[O:3])[CH3:2].[CH3:32][CH:33]1[NH:38][CH2:37][CH2:36][N:35]([C:39]2[C:44]([O:45][CH3:46])=[C:43]3[N:47]([CH:55]4[CH2:57][CH2:56]4)[CH:48]=[C:49]([C:52]([OH:54])=[O:53])[C:50](=[O:51])[C:42]3=[CH:41][C:40]=2[F:58])[CH2:34]1.C(N(C(C)C)CC)(C)C.CN(C(ON1N=NC2C=CC=CC1=2)=[N+](C)C)C.F[P-](F)(F)(F)(F)F, predict the reaction product. The product is: [C:1]([O:4][C:5]1[CH:10]=[CH:9][C:8]([P:11]([O:22][CH2:23][CH3:24])([CH2:13][P:14]([O:16][CH2:17][CH3:18])([O:19][CH2:20][CH3:21])=[O:15])=[O:12])=[CH:7][C:6]=1[C:25]([CH3:31])([CH3:30])[CH2:26][C:27]([N:38]1[CH2:37][CH2:36][N:35]([C:39]2[C:44]([O:45][CH3:46])=[C:43]3[C:42]([C:50](=[O:51])[C:49]([C:52]([OH:54])=[O:53])=[CH:48][N:47]3[CH:55]3[CH2:57][CH2:56]3)=[CH:41][C:40]=2[F:58])[CH2:34][CH:33]1[CH3:32])=[O:28])(=[O:3])[CH3:2]. (4) Given the reactants [Cl:1][C:2]1[CH:7]=[CH:6][C:5]([C:8]2[S:9][C:10]3[CH:16]=[C:15]([S:17][CH3:18])[CH:14]=[CH:13][C:11]=3[N:12]=2)=[CH:4][CH:3]=1.ClC1C=C(C=CC=1)C(OO)=[O:24].[OH-:30].[Na+], predict the reaction product. The product is: [Cl:1][C:2]1[CH:3]=[CH:4][C:5]([C:8]2[S:9][C:10]3[CH:16]=[C:15]([S:17]([CH3:18])(=[O:24])=[O:30])[CH:14]=[CH:13][C:11]=3[N:12]=2)=[CH:6][CH:7]=1. (5) The product is: [CH:23]1[C:24]2[C:25]3[C:30](=[CH:29][CH:28]=[CH:27][CH:26]=3)[C:31]3[C:36](=[CH:35][CH:34]=[CH:33][CH:32]=3)[C:37]=2[CH:38]=[CH:39][C:22]=1[C:21]1[C:16]2[O:15][C:14]3[C:9]([C:53]4[CH:54]=[C:49]([N:48]5[C:44]6[CH:45]=[CH:46][CH:47]=[CH:42][C:43]=6[C:55]6[C:60]5=[CH:59][CH:58]=[CH:57][CH:56]=6)[CH:50]=[CH:51][CH:52]=4)=[CH:10][CH:11]=[CH:12][C:13]=3[C:17]=2[CH:18]=[CH:19][CH:20]=1. Given the reactants CC1(C)C(C)(C)OB([C:9]2[C:14]3[O:15][C:16]4[C:21]([C:22]5[CH:39]=[CH:38][C:37]6[C:36]7[C:31](=[CH:32][CH:33]=[CH:34][CH:35]=7)[C:30]7[C:25](=[CH:26][CH:27]=[CH:28][CH:29]=7)[C:24]=6[CH:23]=5)=[CH:20][CH:19]=[CH:18][C:17]=4[C:13]=3[CH:12]=[CH:11][CH:10]=2)O1.Br[C:42]1[CH:43]=[C:44]([N:48]2[C:60]3[CH:59]=[CH:58][CH:57]=[CH:56][C:55]=3[C:54]3[C:49]2=[CH:50][CH:51]=[CH:52][CH:53]=3)[CH:45]=[CH:46][CH:47]=1.C1(P(C2CCCCC2)C2C=CC=CC=2C2C(OC)=CC=CC=2OC)CCCCC1.[O-]P([O-])([O-])=O.[K+].[K+].[K+], predict the reaction product. (6) Given the reactants [F:1][C:2]([F:11])([F:10])[C:3]#[C:4][C:5]([O:7][CH2:8][CH3:9])=[O:6].[SH:12][CH2:13][C:14](OC)=[O:15].CCOCC, predict the reaction product. The product is: [OH:15][C:14]1[C:4]([C:5]([O:7][CH2:8][CH3:9])=[O:6])=[C:3]([C:2]([F:10])([F:11])[F:1])[S:12][CH:13]=1. (7) The product is: [Br:14][CH2:1][C:2]1[CH:11]=[C:10]([O:12][CH3:13])[CH:9]=[CH:8][C:3]=1[C:4]([O:6][CH3:7])=[O:5]. Given the reactants [CH3:1][C:2]1[CH:11]=[C:10]([O:12][CH3:13])[CH:9]=[CH:8][C:3]=1[C:4]([O:6][CH3:7])=[O:5].[Br:14]N1C(=O)CCC1=O, predict the reaction product. (8) Given the reactants [CH2:1]([O:8][C:9]1[C:13]([O:14][CH2:15][C:16]2[CH:21]=[CH:20][CH:19]=[CH:18][CH:17]=2)=[C:12]([C:22](=[O:26])[N:23]([CH3:25])[CH3:24])[N:11]([C:27]2[CH:32]=[CH:31][C:30]([O:33][CH3:34])=[CH:29][CH:28]=2)[C:10]=1[C:35]([O-:37])=[O:36])[C:2]1[CH:7]=[CH:6][CH:5]=[CH:4][CH:3]=1.C([NH+](CC)CC)C.C([O-])([O-])=O.[Cs+].[Cs+].Br[CH:52]([CH3:54])[CH3:53], predict the reaction product. The product is: [CH2:1]([O:8][C:9]1[C:13]([O:14][CH2:15][C:16]2[CH:21]=[CH:20][CH:19]=[CH:18][CH:17]=2)=[C:12]([C:22](=[O:26])[N:23]([CH3:25])[CH3:24])[N:11]([C:27]2[CH:28]=[CH:29][C:30]([O:33][CH3:34])=[CH:31][CH:32]=2)[C:10]=1[C:35]([O:37][CH:52]([CH3:54])[CH3:53])=[O:36])[C:2]1[CH:3]=[CH:4][CH:5]=[CH:6][CH:7]=1.